From a dataset of Forward reaction prediction with 1.9M reactions from USPTO patents (1976-2016). Predict the product of the given reaction. The product is: [OH:24][CH:2]1[CH2:3][CH2:4][CH2:5][CH2:6][CH:1]1[C:7]1[C:8]2[S:14][C:13]([C:15]([O:17][CH3:18])=[O:16])=[CH:12][C:9]=2[NH:10][CH:11]=1. Given the reactants [C:1]1([C:7]2[C:8]3[S:14][C:13]([C:15]([O:17][CH3:18])=[O:16])=[CH:12][C:9]=3[NH:10][CH:11]=2)[CH2:6][CH2:5][CH2:4][CH2:3][CH:2]=1.[OH-].[Na+].OO.C([O-])(O)=[O:24].[Na+], predict the reaction product.